Dataset: Full USPTO retrosynthesis dataset with 1.9M reactions from patents (1976-2016). Task: Predict the reactants needed to synthesize the given product. Given the product [NH2:34][C:30]1[CH:29]=[C:28]([C:13]2[CH:14]=[C:9]([NH:8][CH2:1][C:2]3[CH:7]=[CH:6][CH:5]=[CH:4][CH:3]=3)[C:10]3[N:11]([CH:16]=[CH:17][C:18]=3[Cl:19])[N:12]=2)[CH:33]=[N:32][CH:31]=1, predict the reactants needed to synthesize it. The reactants are: [CH2:1]([NH:8][C:9]1[C:10]2[N:11]([CH:16]=[CH:17][C:18]=2[Cl:19])[N:12]=[C:13](Cl)[CH:14]=1)[C:2]1[CH:7]=[CH:6][CH:5]=[CH:4][CH:3]=1.CC1(C)C(C)(C)OB([C:28]2[CH:29]=[C:30]([NH2:34])[CH:31]=[N:32][CH:33]=2)O1.C([O-])([O-])=O.[Cs+].[Cs+].C(NC1C2N(C=CC=2Cl)N=C(C2C=C(S(NC(C)(C)C)(=O)=O)C=NC=2)C=1)C1C=CC=CC=1.